From a dataset of TCR-epitope binding with 47,182 pairs between 192 epitopes and 23,139 TCRs. Binary Classification. Given a T-cell receptor sequence (or CDR3 region) and an epitope sequence, predict whether binding occurs between them. (1) The epitope is GTSGSPIVNR. The TCR CDR3 sequence is CASSRTVSGNQPQHF. Result: 0 (the TCR does not bind to the epitope). (2) The epitope is KTSVDCTMYI. The TCR CDR3 sequence is CASGQKGLDTEAFF. Result: 0 (the TCR does not bind to the epitope). (3) The epitope is AYAQKIFKI. The TCR CDR3 sequence is CAISGPLAGGNNEQFF. Result: 0 (the TCR does not bind to the epitope).